The task is: Predict which catalyst facilitates the given reaction.. This data is from Catalyst prediction with 721,799 reactions and 888 catalyst types from USPTO. (1) Reactant: [NH2:1][C:2]1[N:7]([C:8]2[CH:13]=[CH:12][CH:11]=[CH:10][C:9]=2[Cl:14])[C:6](=[S:15])[NH:5][C:4](=[O:16])[C:3]=1[N:17]=O.N.S(S([O-])=O)([O-])=O.[Na+].[Na+].S(=O)(=O)(O)O. Product: [NH2:17][C:3]1[C:4](=[O:16])[NH:5][C:6](=[S:15])[N:7]([C:8]2[CH:13]=[CH:12][CH:11]=[CH:10][C:9]=2[Cl:14])[C:2]=1[NH2:1]. The catalyst class is: 6. (2) Reactant: [C:1]([S:5](/[N:7]=[C:8](/[C:10]1[N:11]=[N:12][N:13]([C:15]2[CH:16]=[C:17]([CH:30]=[C:31]([N:33]([S:37]([CH3:40])(=[O:39])=[O:38])[CH2:34][CH2:35][CH3:36])[CH:32]=2)[C:18]([NH:20][C@@H:21]([C:23]2[CH:28]=[CH:27][C:26]([F:29])=[CH:25][CH:24]=2)[CH3:22])=[O:19])[CH:14]=1)\[CH3:9])=[O:6])([CH3:4])([CH3:3])[CH3:2].C[Al](C)C.[CH2:45]([Li])[C:46]1[CH:51]=[CH:50][CH:49]=[CH:48][CH:47]=1. Product: [C:1]([S:5]([NH:7][C:8]([C:10]1[N:11]=[N:12][N:13]([C:15]2[CH:16]=[C:17]([CH:30]=[C:31]([N:33]([S:37]([CH3:40])(=[O:38])=[O:39])[CH2:34][CH2:35][CH3:36])[CH:32]=2)[C:18]([NH:20][C@@H:21]([C:23]2[CH:28]=[CH:27][C:26]([F:29])=[CH:25][CH:24]=2)[CH3:22])=[O:19])[CH:14]=1)([CH3:9])[CH2:45][C:46]1[CH:51]=[CH:50][CH:49]=[CH:48][CH:47]=1)=[O:6])([CH3:2])([CH3:4])[CH3:3]. The catalyst class is: 11. (3) Reactant: [O:1]1[CH:5]=[C:4]([C:6]([OH:8])=O)[N:3]=[CH:2]1.C1C=C[C:12]2[N:17]([OH:18])N=NC=2C=1.[CH3:19]CN(C(C)C)C(C)C.C(Cl)CCl. Product: [CH3:19][O:18][N:17]([CH3:12])[C:6]([C:4]1[N:3]=[CH:2][O:1][CH:5]=1)=[O:8]. The catalyst class is: 33. (4) Reactant: [H-].[Na+].[C:3]([NH:6][C:7]1[CH:8]=[C:9]([OH:13])[CH:10]=[CH:11][CH:12]=1)(=[O:5])[CH3:4].[C:14]1([C:23]2[C:18](=[CH:19][CH:20]=[CH:21][CH:22]=2)[CH2:17][O:16]1)=[O:15]. Product: [C:3]([NH:6][C:7]1[CH:8]=[C:9]([CH:10]=[CH:11][CH:12]=1)[O:13][CH2:17][C:18]1[CH:19]=[CH:20][CH:21]=[CH:22][C:23]=1[C:14]([OH:16])=[O:15])(=[O:5])[CH3:4]. The catalyst class is: 9. (5) Reactant: Br[C:2]1[CH:22]=[C:21]([CH3:23])[CH:20]=[CH:19][C:3]=1[O:4][C:5]1[C:14]2[C:9](=[CH:10][C:11]([O:17][CH3:18])=[C:12]([O:15][CH3:16])[CH:13]=2)[N:8]=[CH:7][CH:6]=1.C([Li])CCC.CCCCCC.[CH:35]1([CH2:40][CH2:41][C:42](Cl)=[O:43])[CH2:39][CH2:38][CH2:37][CH2:36]1.O. Product: [CH:35]1([CH2:40][CH2:41][C:42]([C:2]2[CH:22]=[C:21]([CH3:23])[CH:20]=[CH:19][C:3]=2[O:4][C:5]2[C:14]3[C:9](=[CH:10][C:11]([O:17][CH3:18])=[C:12]([O:15][CH3:16])[CH:13]=3)[N:8]=[CH:7][CH:6]=2)=[O:43])[CH2:39][CH2:38][CH2:37][CH2:36]1. The catalyst class is: 7. (6) Reactant: [H-].[Na+].[C:3]([O:7][C:8]([NH:10][C@@H:11]1[CH2:16][CH2:15][CH2:14][N:13](/[C:17](=[N:33]/[C:34]#[N:35])/[N:18]([CH2:25][C:26]2[CH:31]=[CH:30][CH:29]=[CH:28][C:27]=2[Cl:32])[CH2:19][C:20]([O:22][CH2:23][CH3:24])=[O:21])[CH2:12]1)=[O:9])([CH3:6])([CH3:5])[CH3:4].O.[Cl-].[NH4+]. Product: [NH2:35][C:34]1[N:33]=[C:17]([N:13]2[CH2:14][CH2:15][CH2:16][C@@H:11]([NH:10][C:8]([O:7][C:3]([CH3:4])([CH3:5])[CH3:6])=[O:9])[CH2:12]2)[N:18]([CH2:25][C:26]2[CH:31]=[CH:30][CH:29]=[CH:28][C:27]=2[Cl:32])[C:19]=1[C:20]([O:22][CH2:23][CH3:24])=[O:21]. The catalyst class is: 7. (7) Reactant: [CH3:1][O:2][C:3]1[N:8]=[C:7]([C:9]2[CH:14]=[CH:13][CH:12]=[CH:11][CH:10]=2)[N:6]=[C:5]([O:15][CH:16]2[CH2:33][CH:32]3[CH:18]([C:19](=[O:39])[N:20]([CH3:38])[CH2:21][CH2:22][CH2:23][CH2:24][CH:25]=[CH:26][CH:27]4[C:29]([C:35]([OH:37])=O)([NH:30][C:31]3=[O:34])[CH2:28]4)[CH2:17]2)[CH:4]=1.CCN=C=NCCCN(C)C.[C:51]1([S:57]([NH2:60])(=[O:59])=[O:58])[CH:56]=[CH:55][CH:54]=[CH:53][CH:52]=1.C1CCN2C(=NCCC2)CC1.C(O)(=O)CC(CC(O)=O)(C(O)=O)O. Product: [CH3:1][O:2][C:3]1[N:8]=[C:7]([C:9]2[CH:14]=[CH:13][CH:12]=[CH:11][CH:10]=2)[N:6]=[C:5]([O:15][CH:16]2[CH2:33][CH:32]3[CH:18]([C:19](=[O:39])[N:20]([CH3:38])[CH2:21][CH2:22][CH2:23][CH2:24][CH:25]=[CH:26][CH:27]4[C:29]([C:35]([NH:60][S:57]([C:51]5[CH:56]=[CH:55][CH:54]=[CH:53][CH:52]=5)(=[O:59])=[O:58])=[O:37])([NH:30][C:31]3=[O:34])[CH2:28]4)[CH2:17]2)[CH:4]=1. The catalyst class is: 2.